Dataset: Retrosynthesis with 50K atom-mapped reactions and 10 reaction types from USPTO. Task: Predict the reactants needed to synthesize the given product. (1) Given the product COc1cncc(-c2ccc(C(C)(c3ccc(-c4noc(COC(C)=O)n4)cn3)C(C)C)cc2)c1, predict the reactants needed to synthesize it. The reactants are: COc1cncc(-c2ccc(C(C)(c3ccc(/C(N)=N\OC(=O)COC(C)=O)cn3)C(C)C)cc2)c1. (2) Given the product O=C(O)c1ccc2c(c1)CCN(C(=O)OCc1ccccc1)C2, predict the reactants needed to synthesize it. The reactants are: COC(=O)c1ccc2c(c1)CCN(C(=O)OCc1ccccc1)C2. (3) Given the product Oc1ccc2nc(N3CC[C@@H](N4CCCCC4)C3)sc2c1, predict the reactants needed to synthesize it. The reactants are: COc1ccc2nc(N3CC[C@@H](N4CCCCC4)C3)sc2c1.